Dataset: Forward reaction prediction with 1.9M reactions from USPTO patents (1976-2016). Task: Predict the product of the given reaction. (1) Given the reactants CO[C:3](=[O:21])[C:4]1[CH:9]=[CH:8][CH:7]=[C:6]([C:10]2[CH:15]=[C:14]([NH:16][CH2:17][CH2:18][O:19][CH3:20])[N:13]=[CH:12][N:11]=2)[CH:5]=1.ClC1N=CN=C(C2C=[C:31](C=CC=2)[C:32]([OH:34])=[O:33])C=1, predict the reaction product. The product is: [C:4]([O:34][C:32](=[O:33])[CH2:31][C:3]([C:4]1[CH:9]=[CH:8][CH:7]=[C:6]([C:10]2[CH:15]=[C:14]([NH:16][CH2:17][CH2:18][O:19][CH3:20])[N:13]=[CH:12][N:11]=2)[CH:5]=1)=[O:21])([CH3:9])([CH3:5])[CH3:3]. (2) The product is: [CH2:1]([N:4]1[CH2:10][CH:9]([CH3:11])[C:8](=[O:12])[N:7]([CH3:13])[C:6]2[CH:14]=[N:15][C:16]([NH:19][C:20]3[CH:35]=[CH:34][C:23]([C:24]([NH:26][CH:27]4[CH2:28][CH2:29][N:30]([CH3:33])[CH2:31][CH2:32]4)=[O:25])=[CH:22][C:21]=3[O:36][CH3:37])=[N:17][C:5]1=2)[CH:2]=[CH2:3]. Given the reactants [CH2:1]([N:4]1[CH2:10][CH:9]([CH3:11])[C:8](=[O:12])[N:7]([CH3:13])[C:6]2[CH:14]=[N:15][C:16](Cl)=[N:17][C:5]1=2)[CH:2]=[CH2:3].[NH2:19][C:20]1[CH:35]=[CH:34][C:23]([C:24]([NH:26][CH:27]2[CH2:32][CH2:31][N:30]([CH3:33])[CH2:29][CH2:28]2)=[O:25])=[CH:22][C:21]=1[O:36][CH3:37].O.C1(C)C=CC(S(O)(=O)=O)=CC=1, predict the reaction product. (3) Given the reactants [F:1][C:2]1[CH:7]=[CH:6][C:5]([C:8]2([C:14]([OH:16])=O)[CH2:13][CH2:12][CH2:11][CH2:10][CH2:9]2)=[CH:4][CH:3]=1.[NH2:17][CH2:18][CH2:19][CH2:20][N:21]1[CH2:26][CH2:25][CH:24]([C:27]2[CH:28]=[C:29]([NH:33][C:34](=[O:37])[CH2:35][CH3:36])[CH:30]=[CH:31][CH:32]=2)[CH2:23][CH2:22]1, predict the reaction product. The product is: [F:1][C:2]1[CH:3]=[CH:4][C:5]([C:8]2([C:14]([NH:17][CH2:18][CH2:19][CH2:20][N:21]3[CH2:26][CH2:25][CH:24]([C:27]4[CH:32]=[CH:31][CH:30]=[C:29]([NH:33][C:34](=[O:37])[CH2:35][CH3:36])[CH:28]=4)[CH2:23][CH2:22]3)=[O:16])[CH2:9][CH2:10][CH2:11][CH2:12][CH2:13]2)=[CH:6][CH:7]=1. (4) Given the reactants [Si]([O:8][C@H:9]([C:23]1[CH:32]=[CH:31][C:30]([OH:33])=[C:29]2[C:24]=1[CH:25]=[CH:26][C:27](=[O:34])[NH:28]2)[CH2:10][NH:11][CH:12]1[CH2:17][CH2:16][N:15]([CH2:18][CH2:19][C:20](O)=[O:21])[CH2:14][CH2:13]1)(C(C)(C)C)(C)C.CN(C(ON1N=NC2C=CC=NC1=2)=[N+](C)C)C.F[P-](F)(F)(F)(F)F.C(N(CC)CC)C.[C:66]1([C:74]2[CH:79]=[CH:78][CH:77]=[CH:76][CH:75]=2)[CH:71]=[CH:70][CH:69]=[C:68]([CH2:72][NH2:73])[CH:67]=1, predict the reaction product. The product is: [C:66]1([C:74]2[CH:79]=[CH:78][CH:77]=[CH:76][CH:75]=2)[CH:71]=[CH:70][CH:69]=[C:68]([CH2:72][NH:73][C:20](=[O:21])[CH2:19][CH2:18][N:15]2[CH2:16][CH2:17][CH:12]([NH:11][CH2:10][C@H:9]([OH:8])[C:23]3[CH:32]=[CH:31][C:30]([OH:33])=[C:29]4[C:24]=3[CH:25]=[CH:26][C:27](=[O:34])[NH:28]4)[CH2:13][CH2:14]2)[CH:67]=1. (5) Given the reactants [Br:1][C:2]1[CH:3]=[CH:4][C:5]2[S:9][CH2:8][CH:7](O)[C:6]=2[CH:11]=1.O.C1(C)C=CC(S(O)(=O)=O)=CC=1, predict the reaction product. The product is: [Br:1][C:2]1[CH:3]=[CH:4][C:5]2[S:9][CH:8]=[CH:7][C:6]=2[CH:11]=1. (6) Given the reactants [CH:1](NC(C)C)(C)C.C([Li])CCC.[Br:13][C:14]1[CH:15]=[C:16]([CH2:20][C:21]([OH:23])=[O:22])[CH:17]=[CH:18][CH:19]=1.CI.[Cl-].[Na+].Cl, predict the reaction product. The product is: [Br:13][C:14]1[CH:15]=[C:16]([CH:20]([CH3:1])[C:21]([OH:23])=[O:22])[CH:17]=[CH:18][CH:19]=1.